This data is from Forward reaction prediction with 1.9M reactions from USPTO patents (1976-2016). The task is: Predict the product of the given reaction. Given the reactants [C:1]1([C:7]2[CH:8]=[C:9]([CH:19]=[CH:20][CH:21]=2)[CH2:10][C:11]2[O:15][N:14]=[C:13]([C:16]([OH:18])=O)[CH:12]=2)[CH:6]=[CH:5][CH:4]=[CH:3][CH:2]=1.ON1C2C=CC=C[C:26]=2N=N1.Cl.C(N=C=NCCCN(C)C)C.C(N(CC)CC)C.[O:51]1[CH2:55][CH2:54][CH:53]([CH2:56][NH2:57])[CH2:52]1, predict the reaction product. The product is: [O:51]1[CH2:55][CH2:54][CH:53]([CH2:56][NH:57][C:16]([C:13]2[C:12]([CH3:26])=[C:11]([CH2:10][C:9]3[CH:19]=[CH:20][CH:21]=[C:7]([C:1]4[CH:2]=[CH:3][CH:4]=[CH:5][CH:6]=4)[CH:8]=3)[O:15][N:14]=2)=[O:18])[CH2:52]1.